Dataset: Full USPTO retrosynthesis dataset with 1.9M reactions from patents (1976-2016). Task: Predict the reactants needed to synthesize the given product. (1) Given the product [CH3:25][C@H:20]1[NH:21][C@@H:22]([CH3:24])[CH2:23][N:18]([C:16]2[CH:15]=[CH:14][C:13]([O:26][CH3:27])=[C:12]([NH:11][S:8]([C:5]3[CH:6]=[CH:7][C:2]([N:28]4[CH2:32][CH2:31][CH2:30][C:29]4=[O:33])=[CH:3][CH:4]=3)(=[O:10])=[O:9])[CH:17]=2)[CH2:19]1, predict the reactants needed to synthesize it. The reactants are: Br[C:2]1[CH:7]=[CH:6][C:5]([S:8]([NH:11][C:12]2[CH:17]=[C:16]([N:18]3[CH2:23][C@H:22]([CH3:24])[NH:21][C@H:20]([CH3:25])[CH2:19]3)[CH:15]=[CH:14][C:13]=2[O:26][CH3:27])(=[O:10])=[O:9])=[CH:4][CH:3]=1.[NH:28]1[CH2:32][CH2:31][CH2:30][C:29]1=[O:33]. (2) Given the product [CH3:49][O:50][C:51]([NH:53][C@H:54]([C:55]([N:57]1[CH2:61][CH2:60][CH2:59][C@H:58]1[C:62]([NH:1][C:2]1[CH:7]=[CH:6][C:5]([C@H:8]2[CH2:9][CH2:10][C@@H:11]([C:31]3[CH:36]=[CH:35][C:34]([NH:37][C:38](=[O:48])[C@H:39]([CH:40]([CH3:42])[CH3:41])[NH:43][C:44]([O:45][CH3:46])=[O:47])=[CH:33][CH:32]=3)[N:12]2[C:13]2[CH:14]=[CH:15][C:16]([C:19]3[CH:20]=[N:21][C:22]([N:25]4[CH2:26][CH2:27][O:28][CH2:29][CH2:30]4)=[CH:23][CH:24]=3)=[CH:17][CH:18]=2)=[CH:4][CH:3]=1)=[O:63])=[O:56])[CH:65]([CH3:67])[CH3:66])=[O:52], predict the reactants needed to synthesize it. The reactants are: [NH2:1][C:2]1[CH:7]=[CH:6][C:5]([CH:8]2[N:12]([C:13]3[CH:18]=[CH:17][C:16]([C:19]4[CH:20]=[N:21][C:22]([N:25]5[CH2:30][CH2:29][O:28][CH2:27][CH2:26]5)=[CH:23][CH:24]=4)=[CH:15][CH:14]=3)[CH:11]([C:31]3[CH:36]=[CH:35][C:34]([NH:37][C:38](=[O:48])[C@@H:39]([NH:43][C:44](=[O:47])[O:45][CH3:46])[CH:40]([CH3:42])[CH3:41])=[CH:33][CH:32]=3)[CH2:10][CH2:9]2)=[CH:4][CH:3]=1.[CH3:49][O:50][C:51]([NH:53][C@@H:54]([CH:65]([CH3:67])[CH3:66])[C:55]([N:57]1[CH2:61][CH2:60][CH2:59][C@H:58]1[C:62](O)=[O:63])=[O:56])=[O:52].CN(C(ON1N=NC2C=CC=NC1=2)=[N+](C)C)C.F[P-](F)(F)(F)(F)F.C(N(C(C)C)CC)(C)C. (3) Given the product [CH3:10][C:11]1[CH2:12][CH:13]([CH3:14])[N:2]([CH2:4][C:5]([O:7][CH2:8][CH3:9])=[O:6])[N:3]=1, predict the reactants needed to synthesize it. The reactants are: Cl.[NH:2]([CH2:4][C:5]([O:7][CH2:8][CH3:9])=[O:6])[NH2:3].[CH3:10][C:11](=O)[CH:12]=[CH:13][CH3:14].C(=O)(O)[O-].[Na+].